Dataset: hERG Central: cardiac toxicity at 1µM, 10µM, and general inhibition. Task: Predict hERG channel inhibition at various concentrations. (1) The molecule is CCOCc1[nH]c(=S)[nH]c(=O)c1Cc1ccc(OC(C)C)cc1. Results: hERG_inhib (hERG inhibition (general)): blocker. (2) The compound is CCCS(=O)(=O)N1CCCC(C(=O)NCCN2CCC(Cc3ccccc3)CC2)C1. Results: hERG_inhib (hERG inhibition (general)): blocker. (3) The compound is CCCCc1ccc(NC(=O)C(C)CC)cc1. Results: hERG_inhib (hERG inhibition (general)): blocker. (4) The drug is O=C(CCCn1c(=O)c2ccccc2n(Cc2cccc(F)c2)c1=O)NC1CCN(Cc2ccccc2)CC1. Results: hERG_inhib (hERG inhibition (general)): blocker. (5) The compound is O=C(O)C(=O)O.O=[N+]([O-])c1cc2c(cc1CN1CCN(C/C=C/c3ccccc3)CC1)OCO2. Results: hERG_inhib (hERG inhibition (general)): blocker. (6) The molecule is CCOc1ccccc1NC(=O)N1CCCC(c2nc(-c3ccc(C)o3)no2)C1. Results: hERG_inhib (hERG inhibition (general)): blocker. (7) The molecule is CCOc1ccc(-n2c(-c3ccc(Cl)cc3)c[n+]3c2SCC3)cc1.[Br-]. Results: hERG_inhib (hERG inhibition (general)): blocker. (8) The drug is c1ccc(N2CCN(c3nc(-c4ccccn4)nc4ccccc34)CC2)cc1. Results: hERG_inhib (hERG inhibition (general)): blocker. (9) The compound is Cc1cc(N2CCN(C)CC2)nc2ccc(NC(=S)NCCC(C)C)cc12. Results: hERG_inhib (hERG inhibition (general)): blocker. (10) The molecule is Cl.O=C(CNC1CCN(Cc2ccccc2)CC1)Nc1ccc(S(=O)(=O)N2CCCCC2)cc1. Results: hERG_inhib (hERG inhibition (general)): blocker.